From a dataset of Peptide-MHC class II binding affinity with 134,281 pairs from IEDB. Regression. Given a peptide amino acid sequence and an MHC pseudo amino acid sequence, predict their binding affinity value. This is MHC class II binding data. (1) The peptide sequence is RSWVTAGEIHAVPFG. The MHC is DRB3_0101 with pseudo-sequence DRB3_0101. The binding affinity (normalized) is 0.380. (2) The peptide sequence is WLACGVDNFCVKVLAK. The MHC is HLA-DQA10501-DQB10303 with pseudo-sequence HLA-DQA10501-DQB10303. The binding affinity (normalized) is 0. (3) The peptide sequence is YDKFLANVSTVVTGK. The MHC is DRB1_1302 with pseudo-sequence DRB1_1302. The binding affinity (normalized) is 0.940.